From a dataset of Catalyst prediction with 721,799 reactions and 888 catalyst types from USPTO. Predict which catalyst facilitates the given reaction. (1) Reactant: [CH:1]1([N:5]([CH3:27])[C:6](=[O:26])[C:7]2[CH:12]=[C:11]([O:13][C:14]3[C:19]([CH3:20])=[CH:18][C:17]([N+:21]([O-])=O)=[CH:16][C:15]=3[CH3:24])[CH:10]=[CH:9][C:8]=2[OH:25])[CH2:4][CH2:3][CH2:2]1. Product: [NH2:21][C:17]1[CH:18]=[C:19]([CH3:20])[C:14]([O:13][C:11]2[CH:10]=[CH:9][C:8]([OH:25])=[C:7]([CH:12]=2)[C:6]([N:5]([CH:1]2[CH2:2][CH2:3][CH2:4]2)[CH3:27])=[O:26])=[C:15]([CH3:24])[CH:16]=1. The catalyst class is: 5. (2) Reactant: [CH3:1][O:2][C:3]1[CH:29]=[CH:28][C:6]([CH2:7][N:8]([C:23]2[S:27][N:26]=[CH:25][N:24]=2)[S:9]([C:12]2[CH:13]=[CH:14][C:15]3[NH:20][C:19](=O)[CH2:18][O:17][C:16]=3[CH:22]=2)(=[O:11])=[O:10])=[CH:5][CH:4]=1. Product: [CH3:1][O:2][C:3]1[CH:4]=[CH:5][C:6]([CH2:7][N:8]([C:23]2[S:27][N:26]=[CH:25][N:24]=2)[S:9]([C:12]2[CH:13]=[CH:14][C:15]3[NH:20][CH2:19][CH2:18][O:17][C:16]=3[CH:22]=2)(=[O:11])=[O:10])=[CH:28][CH:29]=1. The catalyst class is: 1. (3) Reactant: [CH2:1]([O:3][C:4]([C:6]1[NH:7][C:8]2[C:13]([CH:14]=1)=[CH:12][C:11]([Br:15])=[CH:10][CH:9]=2)=[O:5])[CH3:2].[H-].[Na+].I[CH3:19].O. Product: [CH2:1]([O:3][C:4]([C:6]1[N:7]([CH3:19])[C:8]2[C:13]([CH:14]=1)=[CH:12][C:11]([Br:15])=[CH:10][CH:9]=2)=[O:5])[CH3:2]. The catalyst class is: 3. (4) Reactant: [O:1]1[CH2:6][CH2:5][CH2:4][CH2:3][CH:2]1[N:7]1[C:15]2[C:10](=[CH:11][C:12]([C:16]3[N:20]=[CH:19][N:18]([C:21]([C:34]4[CH:39]=[CH:38][CH:37]=[CH:36][CH:35]=4)([C:28]4[CH:33]=[CH:32][CH:31]=[CH:30][CH:29]=4)[C:22]4[CH:27]=[CH:26][CH:25]=[CH:24][CH:23]=4)[N:17]=3)=[CH:13][CH:14]=2)[C:9]([C:40]2[CH:41]=[C:42]([NH2:46])[CH:43]=[CH:44][CH:45]=2)=[N:8]1.Cl.[C:48](Cl)(=[O:55])[C:49]1[CH:54]=[CH:53][CH:52]=[N:51][CH:50]=1.C(N(CC)CC)C.CN(C)C=O. Product: [O:1]1[CH2:6][CH2:5][CH2:4][CH2:3][CH:2]1[N:7]1[C:15]2[C:10](=[CH:11][C:12]([C:16]3[N:20]=[CH:19][N:18]([C:21]([C:28]4[CH:33]=[CH:32][CH:31]=[CH:30][CH:29]=4)([C:22]4[CH:27]=[CH:26][CH:25]=[CH:24][CH:23]=4)[C:34]4[CH:35]=[CH:36][CH:37]=[CH:38][CH:39]=4)[N:17]=3)=[CH:13][CH:14]=2)[C:9]([C:40]2[CH:41]=[C:42]([NH:46][C:48]([C:49]3[CH:50]=[N:51][CH:52]=[CH:53][CH:54]=3)=[O:55])[CH:43]=[CH:44][CH:45]=2)=[N:8]1. The catalyst class is: 7. (5) The catalyst class is: 170. Product: [Cl:9][C:10]1[CH:11]=[CH:12][C:13]([N:3]2[CH2:4][CH2:5][O:1][C:2]2=[O:22])=[C:14]([CH:17]=1)[C:15]#[N:16]. Reactant: [O:1]1[CH2:5][C:4](=O)[N:3]=[C-:2]1.[H-].[Na+].[Cl:9][C:10]1[CH:11]=[CH:12][C:13](F)=[C:14]([CH:17]=1)[C:15]#[N:16].CN(C)C=[O:22]. (6) Reactant: [CH2:1]([NH:8][C@@H:9]([C:12]([O:14][CH3:15])=[O:13])[CH2:10][OH:11])[C:2]1[CH:7]=[CH:6][CH:5]=[CH:4][CH:3]=1.C(N(CC)CC)C.[Si:23](Cl)([C:26]([CH3:29])([CH3:28])[CH3:27])([CH3:25])[CH3:24].O. Product: [CH2:1]([NH:8][C@@H:9]([C:12]([O:14][CH3:15])=[O:13])[CH2:10][O:11][Si:23]([C:26]([CH3:29])([CH3:28])[CH3:27])([CH3:25])[CH3:24])[C:2]1[CH:7]=[CH:6][CH:5]=[CH:4][CH:3]=1. The catalyst class is: 64. (7) Reactant: [F:1][C:2]1([F:27])[CH2:7][CH2:6][CH:5]([CH2:8][C:9]2[N:13]3[C:14]([CH3:20])=[CH:15][C:16]([C:18]#[N:19])=[CH:17][C:12]3=[N:11][C:10]=2[CH:21]([S:23]([CH3:26])(=[O:25])=[O:24])[CH3:22])[CH2:4][CH2:3]1.[CH2:28]([Li])CCC.IC.[Cl-].[NH4+]. Product: [F:27][C:2]1([F:1])[CH2:7][CH2:6][CH:5]([CH2:8][C:9]2[N:13]3[C:14]([CH3:20])=[CH:15][C:16]([C:18]#[N:19])=[CH:17][C:12]3=[N:11][C:10]=2[CH:21]([S:23]([CH2:26][CH3:28])(=[O:24])=[O:25])[CH3:22])[CH2:4][CH2:3]1. The catalyst class is: 1.